Dataset: Catalyst prediction with 721,799 reactions and 888 catalyst types from USPTO. Task: Predict which catalyst facilitates the given reaction. (1) Reactant: [Cl:1][C:2]1[CH:3]=[CH:4][CH:5]=[C:6]2[C:10]=1[N:9]([CH2:11][CH:12]1[CH2:17][CH2:16][O:15][CH2:14][CH2:13]1)[CH:8]=[C:7]2[C:18]([NH2:20])=[O:19].Cl[C:22]([S:24]Cl)=[O:23]. Product: [Cl:1][C:2]1[CH:3]=[CH:4][CH:5]=[C:6]2[C:10]=1[N:9]([CH2:11][CH:12]1[CH2:13][CH2:14][O:15][CH2:16][CH2:17]1)[CH:8]=[C:7]2[C:18]1[O:19][C:22](=[O:23])[S:24][N:20]=1. The catalyst class is: 7. (2) Reactant: [CH:1]1([C@@H:4]([NH:8][C:9]([C:11]2[C:19]3[C:14](=[N:15][CH:16]=[C:17]([C:20]4[S:28][C:27]5[C:22](=[N:23][CH:24]=[CH:25][C:26]=5[O:29][CH3:30])[CH:21]=4)[N:18]=3)[N:13]([CH2:31][O:32][CH2:33][CH2:34][Si:35]([CH3:38])([CH3:37])[CH3:36])[CH:12]=2)=[O:10])[C:5]([OH:7])=O)[CH2:3][CH2:2]1.C(N(CC)CC)C.Cl.[NH:47]1[CH2:50][CH:49]([C:51]#[N:52])[CH2:48]1.C1CN([P+](ON2N=NC3C=CC=CC2=3)(N2CCCC2)N2CCCC2)CC1.F[P-](F)(F)(F)(F)F. Product: [C:51]([CH:49]1[CH2:50][N:47]([C:5](=[O:7])[C@H:4]([NH:8][C:9]([C:11]2[C:19]3[C:14](=[N:15][CH:16]=[C:17]([C:20]4[S:28][C:27]5[C:22](=[N:23][CH:24]=[CH:25][C:26]=5[O:29][CH3:30])[CH:21]=4)[N:18]=3)[N:13]([CH2:31][O:32][CH2:33][CH2:34][Si:35]([CH3:38])([CH3:36])[CH3:37])[CH:12]=2)=[O:10])[CH:1]2[CH2:2][CH2:3]2)[CH2:48]1)#[N:52]. The catalyst class is: 31. (3) Reactant: C(OC([N:8]1[CH2:13][CH2:12][CH2:11][C@@H:10]([CH2:14][NH:15][C:16]([NH:18][C:19]2[CH:24]=[C:23]([C:25]3[N:29]([CH3:30])[N:28]=[N:27][N:26]=3)[CH:22]=[C:21]([CH2:31][CH3:32])[CH:20]=2)=[O:17])[CH2:9]1)=O)(C)(C)C.[ClH:33].O1CCOCC1. Product: [ClH:33].[CH2:31]([C:21]1[CH:20]=[C:19]([NH:18][C:16]([NH:15][CH2:14][C@H:10]2[CH2:11][CH2:12][CH2:13][NH:8][CH2:9]2)=[O:17])[CH:24]=[C:23]([C:25]2[N:29]([CH3:30])[N:28]=[N:27][N:26]=2)[CH:22]=1)[CH3:32]. The catalyst class is: 13. (4) Reactant: [CH3:1][O:2][C:3]1[CH:8]=[CH:7][C:6]([S:9][C:10]2[S:14][C:13]([NH2:15])=[N:12][CH:11]=2)=[CH:5][CH:4]=1.[N:16]1[CH:21]=[CH:20][CH:19]=[C:18]([CH2:22][CH2:23][C:24](O)=[O:25])[CH:17]=1.CCN(CC)CC.C(Cl)CCl.C1C=CC2N(O)N=NC=2C=1. Product: [CH3:1][O:2][C:3]1[CH:4]=[CH:5][C:6]([S:9][C:10]2[S:14][C:13]([NH:15][C:24](=[O:25])[CH2:23][CH2:22][C:18]3[CH:17]=[N:16][CH:21]=[CH:20][CH:19]=3)=[N:12][CH:11]=2)=[CH:7][CH:8]=1. The catalyst class is: 3. (5) Reactant: C(OC([NH:8][CH2:9][CH2:10][C:11]([NH:13][C@H:14]([C:16]([O:18][CH2:19][CH2:20][O:21][C:22]1[CH:27]=[CH:26][C:25]([C:28]2[C:33]([C:34]#[N:35])=[C:32]([S:36][CH2:37][C:38]3[N:39]=[C:40]([C:43]4[CH:48]=[CH:47][C:46]([Cl:49])=[CH:45][CH:44]=4)[S:41][CH:42]=3)[N:31]=[C:30]([N:50]3[CH2:53][CH2:52][CH2:51]3)[C:29]=2[C:54]#[N:55])=[CH:24][CH:23]=1)=[O:17])[CH3:15])=[O:12])=O)(C)(C)C.FC(F)(F)C(O)=O. Product: [NH2:8][CH2:9][CH2:10][C:11]([NH:13][C@H:14]([C:16]([O:18][CH2:19][CH2:20][O:21][C:22]1[CH:23]=[CH:24][C:25]([C:28]2[C:33]([C:34]#[N:35])=[C:32]([S:36][CH2:37][C:38]3[N:39]=[C:40]([C:43]4[CH:44]=[CH:45][C:46]([Cl:49])=[CH:47][CH:48]=4)[S:41][CH:42]=3)[N:31]=[C:30]([N:50]3[CH2:51][CH2:52][CH2:53]3)[C:29]=2[C:54]#[N:55])=[CH:26][CH:27]=1)=[O:17])[CH3:15])=[O:12]. The catalyst class is: 4.